From a dataset of NCI-60 drug combinations with 297,098 pairs across 59 cell lines. Regression. Given two drug SMILES strings and cell line genomic features, predict the synergy score measuring deviation from expected non-interaction effect. (1) Drug 1: C1=NC2=C(N=C(N=C2N1C3C(C(C(O3)CO)O)F)Cl)N. Drug 2: CC(C)NC(=O)C1=CC=C(C=C1)CNNC.Cl. Cell line: HT29. Synergy scores: CSS=2.54, Synergy_ZIP=-0.302, Synergy_Bliss=1.10, Synergy_Loewe=1.60, Synergy_HSA=0.977. (2) Drug 1: CNC(=O)C1=CC=CC=C1SC2=CC3=C(C=C2)C(=NN3)C=CC4=CC=CC=N4. Drug 2: CC1=CC=C(C=C1)C2=CC(=NN2C3=CC=C(C=C3)S(=O)(=O)N)C(F)(F)F. Cell line: UACC62. Synergy scores: CSS=-0.113, Synergy_ZIP=-0.163, Synergy_Bliss=-1.23, Synergy_Loewe=-5.51, Synergy_HSA=-2.54. (3) Drug 1: C1=NC2=C(N1)C(=S)N=C(N2)N. Drug 2: CCCS(=O)(=O)NC1=C(C(=C(C=C1)F)C(=O)C2=CNC3=C2C=C(C=N3)C4=CC=C(C=C4)Cl)F. Cell line: NCI-H460. Synergy scores: CSS=30.7, Synergy_ZIP=-0.526, Synergy_Bliss=-1.07, Synergy_Loewe=-21.6, Synergy_HSA=-2.18. (4) Drug 1: C1=CN(C(=O)N=C1N)C2C(C(C(O2)CO)O)O.Cl. Drug 2: C1CN(CCN1C(=O)CCBr)C(=O)CCBr. Cell line: U251. Synergy scores: CSS=47.7, Synergy_ZIP=-5.42, Synergy_Bliss=-0.902, Synergy_Loewe=1.99, Synergy_HSA=3.18.